From a dataset of Catalyst prediction with 721,799 reactions and 888 catalyst types from USPTO. Predict which catalyst facilitates the given reaction. (1) Reactant: [Cl:1][C:2]1[CH:7]=[CH:6][CH:5]=[C:4]([Cl:8])[C:3]=1[S:9]([CH2:11][C:12]1[C:16]([CH2:17][O:18][C:19]2[CH:24]=[CH:23][C:22]([C:25]3[CH:26]=[C:27]4[C:32](=[CH:33][CH:34]=3)[N:31]=[C:30]([C:35]([O:37]CC)=[O:36])[CH:29]=[CH:28]4)=[CH:21][CH:20]=2)=[C:15]([CH:40]([CH3:42])[CH3:41])[O:14][N:13]=1)=[O:10].O1CCCC1.[OH-].[Na+].Cl. Product: [Cl:8][C:4]1[CH:5]=[CH:6][CH:7]=[C:2]([Cl:1])[C:3]=1[S:9]([CH2:11][C:12]1[C:16]([CH2:17][O:18][C:19]2[CH:20]=[CH:21][C:22]([C:25]3[CH:26]=[C:27]4[C:32](=[CH:33][CH:34]=3)[N:31]=[C:30]([C:35]([OH:37])=[O:36])[CH:29]=[CH:28]4)=[CH:23][CH:24]=2)=[C:15]([CH:40]([CH3:42])[CH3:41])[O:14][N:13]=1)=[O:10]. The catalyst class is: 5. (2) Reactant: [CH3:1][CH2:2][CH2:3][N:4]([C@@H:12]1[CH2:17][C:16]2[CH:18]=[CH:19][CH:20]=[C:21]([OH:22])[C:15]=2[CH2:14][CH2:13]1)[CH2:5][CH2:6][C:7]1[S:11][CH:10]=[CH:9][CH:8]=1.Cl.[OH-].[Na+].P([O-])([O-])([O-])=O.[Na+].[Na+].[Na+]. Product: [CH3:1][CH2:2][CH2:3][N:4]([C@@H:12]1[CH2:17][C:16]2[CH:18]=[CH:19][CH:20]=[C:21]([OH:22])[C:15]=2[CH2:14][CH2:13]1)[CH2:5][CH2:6][C:7]1[S:11][CH:10]=[CH:9][CH:8]=1. The catalyst class is: 40. (3) Reactant: [NH2:1][C:2]1[CH:3]=[C:4]([CH:17]=[CH:18][CH:19]=1)[CH2:5][C:6]1[C:15]2[CH2:14][CH2:13][CH2:12][CH2:11][C:10]=2[C:9](=[O:16])[NH:8][N:7]=1.[N+:20]([CH:22]([CH3:28])[C:23]([O:25][CH2:26][CH3:27])=[O:24])#[C-:21].CCCCCC.C(OCC)(=[O:37])C. Product: [CH2:26]([O:25][C:23](=[O:24])[CH:22]([NH:20][C:21]([NH:1][C:2]1[CH:19]=[CH:18][CH:17]=[C:4]([CH2:5][C:6]2[C:15]3[CH2:14][CH2:13][CH2:12][CH2:11][C:10]=3[C:9](=[O:16])[NH:8][N:7]=2)[CH:3]=1)=[O:37])[CH3:28])[CH3:27]. The catalyst class is: 1. (4) Reactant: [O:1]=[C:2]1[CH2:11][CH:10]2[CH2:12][N:13]([CH2:14][C:15]([O:17]CC)=[O:16])[C:8]3[C:9]2=[C:4]([CH:5]=[CH:6][CH:7]=3)[NH:3]1.CCO.[OH-].[Li+:24].Cl. Product: [O:1]=[C:2]1[CH2:11][CH:10]2[CH2:12][N:13]([CH2:14][C:15]([O-:17])=[O:16])[C:8]3[C:9]2=[C:4]([CH:5]=[CH:6][CH:7]=3)[NH:3]1.[Li+:24]. The catalyst class is: 20. (5) Reactant: [C:1]([O:4][CH2:5][C:6]1[C:11]([F:12])=[CH:10][C:9]([S:13](=[O:16])(=[O:15])[NH2:14])=[CH:8][C:7]=1[Cl:17])(=[O:3])[CH3:2].CO[CH:20](OC)[N:21]([CH3:23])[CH3:22]. Product: [C:1]([O:4][CH2:5][C:6]1[C:11]([F:12])=[CH:10][C:9]([S:13](=[O:15])(=[O:16])[N:14]=[CH:20][N:21]([CH3:23])[CH3:22])=[CH:8][C:7]=1[Cl:17])(=[O:3])[CH3:2]. The catalyst class is: 23. (6) Reactant: Cl.[CH3:2][S:3]([C:6]1[CH:11]=[CH:10][C:9]([NH:12][NH2:13])=[CH:8][CH:7]=1)(=[O:5])=[O:4].[CH3:14][O:15][C:16](=[O:30])[C:17]1[CH:22]=[CH:21][C:20]([C:23](=O)[CH2:24][C:25](OC)=[O:26])=[CH:19][CH:18]=1. Product: [OH:26][C:25]1[N:12]([C:9]2[CH:8]=[CH:7][C:6]([S:3]([CH3:2])(=[O:5])=[O:4])=[CH:11][CH:10]=2)[N:13]=[C:23]([C:20]2[CH:21]=[CH:22][C:17]([C:16]([O:15][CH3:14])=[O:30])=[CH:18][CH:19]=2)[CH:24]=1. The catalyst class is: 5.